From a dataset of Experimentally validated miRNA-target interactions with 360,000+ pairs, plus equal number of negative samples. Binary Classification. Given a miRNA mature sequence and a target amino acid sequence, predict their likelihood of interaction. (1) The miRNA is hsa-miR-5008-5p with sequence UGAGGCCCUUGGGGCACAGUGG. The protein sequence of the target gene is MAAASAGATRLLLLLLMAVAAPSRARGSGCRAGTGARGAGAEGREGEACGTVGLLLEHSFEIDDSANFRKRGSLLWNQQDGTLSLSQRQLSEEERGRLRDVAALNGLYRVRIPRRPGALDGLEAGGYVSSFVPACSLVESHLSDQLTLHVDVAGNVVGVSVVTHPGGCRGHEVEDVDLELFNTSVQLQPPTTAPGPETAAFIERLEMEQAQKAKNPQEQKSFFAKYWMYIIPVVLFLMMSGAPDTGGQGGGGGGGGGGGSGR. Result: 0 (no interaction). (2) The miRNA is hsa-miR-4329 with sequence CCUGAGACCCUAGUUCCAC. The protein sequence of the target gene is MAERGQQPPPAKRLCCRPGGGGGGGGGGGGSSGGGAGGGYSSACRPGPRAGGAAAAAACGGGAALGLLPPGKTQSPESLLDIAARRVAEKWPFQRVEERFERIPEPVQRRIVYWSFPRSEREICMYSSFNTGGGSAGGPGDDSGGGGGRQHGRGAAAGGSSSSPAATSAAAAAVAAGTGTPSVGAASAADGGDETRLPFRRGIALLESGCVDNVLQVGFHLSGTVTEPAIQPEPETVCNVAISFDRCKITSVTCSCGNKDIFYCAHVVALSLYRIRKPEQVKLHLPISETLFQMNRDQLQ.... Result: 0 (no interaction). (3) The miRNA is hsa-miR-892c-5p with sequence UAUUCAGAAAGGUGCCAGUCA. The protein sequence of the target gene is MSGRLWSKAIFAGYKRGLRNQREHTALLKIEGVYARDETEFYLGKRCAYVYKAKNNTVTPGGKPNKTRVIWGKVTRAHGNSGMVRAKFRSNLPAKAIGHRIRVMLYPSRI. Result: 0 (no interaction).